This data is from Reaction yield outcomes from USPTO patents with 853,638 reactions. The task is: Predict the reaction yield, written as a fraction of the theoretical maximum amount of product (1.0 means a 100% yield; for example, 0.34 means a 34% yield). (1) The reactants are O.[NH2:2][NH2:3].[CH2:4]([O:6][C:7](=[O:18])[C:8](=O)[CH:9]1[CH2:15][CH2:14][CH2:13][CH2:12][CH2:11][C:10]1=O)[CH3:5]. The catalyst is CCO. The product is [CH2:4]([O:6][C:7]([C:8]1[C:9]2[CH2:15][CH2:14][CH2:13][CH2:12][CH2:11][C:10]=2[NH:3][N:2]=1)=[O:18])[CH3:5]. The yield is 0.723. (2) The reactants are [Cl:1][C:2]1[CH:7]=[CH:6][C:5]([C:8]2[O:9][C:10]([O:16][CH2:17][CH3:18])=[C:11]([C:13](O)=[O:14])[N:12]=2)=[CH:4][CH:3]=1.C[N:20](C=O)C.C(Cl)(=O)C(Cl)=O. The catalyst is C(Cl)Cl. The product is [Cl:1][C:2]1[CH:7]=[CH:6][C:5]([C:8]2[O:9][C:10]([O:16][CH2:17][CH3:18])=[C:11]([C:13]([NH2:20])=[O:14])[N:12]=2)=[CH:4][CH:3]=1. The yield is 1.08.